Dataset: Peptide-MHC class I binding affinity with 185,985 pairs from IEDB/IMGT. Task: Regression. Given a peptide amino acid sequence and an MHC pseudo amino acid sequence, predict their binding affinity value. This is MHC class I binding data. The binding affinity (normalized) is 0. The MHC is HLA-A02:06 with pseudo-sequence HLA-A02:06. The peptide sequence is VIRNEVNDT.